This data is from Catalyst prediction with 721,799 reactions and 888 catalyst types from USPTO. The task is: Predict which catalyst facilitates the given reaction. (1) Reactant: [CH2:1]([O:8][C:9](=[O:35])[NH:10][CH2:11][CH:12]1[CH2:17][CH2:16][CH2:15][CH:14]([NH:18][C:19]([C:21]2[C:22]([C:27]3[C:32](Cl)=[CH:31][N:30]=[CH:29][C:28]=3[Cl:34])=[N:23][O:24][C:25]=2[CH3:26])=[O:20])[CH2:13]1)[C:2]1[CH:7]=[CH:6][CH:5]=[CH:4][CH:3]=1.C[Si]([N-][Si](C)(C)C)(C)C.[K+]. Product: [CH2:1]([O:8][C:9](=[O:35])[NH:10][CH2:11][CH:12]1[CH2:17][CH2:16][CH2:15][CH:14]([N:18]2[C:32]3[C:27](=[C:28]([Cl:34])[CH:29]=[N:30][CH:31]=3)[C:22]3=[N:23][O:24][C:25]([CH3:26])=[C:21]3[C:19]2=[O:20])[CH2:13]1)[C:2]1[CH:3]=[CH:4][CH:5]=[CH:6][CH:7]=1. The catalyst class is: 9. (2) Reactant: [OH:1][C:2]1[N:7]=[C:6]([N:8]2[N:12]=[CH:11][CH:10]=[N:9]2)[C:5]([C:13]([N:15]2[C@H:20]([CH3:21])[CH2:19][CH2:18][C@@H:17]([O:22][C:23]3[C:28]([CH3:29])=[C:27]([C:30]#[N:31])[CH:26]=[CH:25][N:24]=3)[CH2:16]2)=[O:14])=[CH:4][CH:3]=1.N1C=CC=CC=1.[S:38](O[S:38]([C:41]([F:44])([F:43])[F:42])(=[O:40])=[O:39])([C:41]([F:44])([F:43])[F:42])(=[O:40])=[O:39]. Product: [F:42][C:41]([F:44])([F:43])[S:38]([O:1][C:2]1[CH:3]=[CH:4][C:5]([C:13]([N:15]2[CH2:16][C@H:17]([O:22][C:23]3[C:28]([CH3:29])=[C:27]([C:30]#[N:31])[CH:26]=[CH:25][N:24]=3)[CH2:18][CH2:19][C@H:20]2[CH3:21])=[O:14])=[C:6]([N:8]2[N:9]=[CH:10][CH:11]=[N:12]2)[N:7]=1)(=[O:40])=[O:39]. The catalyst class is: 2. (3) Reactant: [Cl-].[Ca+2].[Cl-].[CH:4]([C:6]1[CH:13]=[CH:12][C:9]([C:10]#[N:11])=[CH:8][CH:7]=1)=O.[C:14](=[O:19])([O:16][CH2:17][CH3:18])[NH2:15].S(=O)(=O)(O)O. Product: [CH2:17]([O:16][C:14](=[O:19])[NH:15][CH:4]([C:6]1[CH:13]=[CH:12][C:9]([C:10]#[N:11])=[CH:8][CH:7]=1)[NH:15][C:14](=[O:19])[O:16][CH2:17][CH3:18])[CH3:18]. The catalyst class is: 6. (4) Reactant: C(=O)([O-])[O-].[K+].[K+].[C:7]1(B(O)O)[CH:12]=[CH:11][CH:10]=[CH:9][CH:8]=1.[F:16][C:17]1[C:18](=[O:37])[N:19]([CH2:24][CH2:25][C@@:26]([CH3:36])([S:32]([CH3:35])(=[O:34])=[O:33])[C:27]([O:29][CH2:30][CH3:31])=[O:28])[CH:20]=[CH:21][C:22]=1I.O. Product: [F:16][C:17]1[C:18](=[O:37])[N:19]([CH2:24][CH2:25][C@@:26]([CH3:36])([S:32]([CH3:35])(=[O:33])=[O:34])[C:27]([O:29][CH2:30][CH3:31])=[O:28])[CH:20]=[CH:21][C:22]=1[C:7]1[CH:12]=[CH:11][CH:10]=[CH:9][CH:8]=1. The catalyst class is: 505. (5) Reactant: [CH3:1][O:2][C:3]1[C:12]2[N:11]=[C:10]([NH2:13])[N:9]3[CH2:14][CH2:15][N:16]=[C:8]3[C:7]=2[CH:6]=[CH:5][C:4]=1[O:17][CH2:18][CH2:19][CH2:20][N:21]1[CH2:26][CH2:25][O:24][CH2:23][CH2:22]1.[NH2:27][C:28]1[S:29][C:30]([C:33](O)=[O:34])=[CH:31][N:32]=1.C1CN([P+](ON2N=NC3C=CC=CC2=3)(N2CCCC2)N2CCCC2)CC1.F[P-](F)(F)(F)(F)F.C(N(C(C)C)CC)(C)C. Product: [NH2:27][C:28]1[S:29][C:30]([C:33]([NH:13][C:10]2[N:9]3[CH2:14][CH2:15][N:16]=[C:8]3[C:7]3[CH:6]=[CH:5][C:4]([O:17][CH2:18][CH2:19][CH2:20][N:21]4[CH2:22][CH2:23][O:24][CH2:25][CH2:26]4)=[C:3]([O:2][CH3:1])[C:12]=3[N:11]=2)=[O:34])=[CH:31][N:32]=1. The catalyst class is: 3. (6) Reactant: [CH3:1][C:2]1[NH:6][N:5]=[C:4]([N+:7]([O-:9])=[O:8])[CH:3]=1.C(=O)([O-])[O-].[K+].[K+].Cl[C:17]1[N:22]=[CH:21][CH:20]=[CH:19][N:18]=1. Product: [CH3:1][C:2]1[N:6]([C:17]2[N:22]=[CH:21][CH:20]=[CH:19][N:18]=2)[N:5]=[C:4]([N+:7]([O-:9])=[O:8])[CH:3]=1. The catalyst class is: 10.